Dataset: Forward reaction prediction with 1.9M reactions from USPTO patents (1976-2016). Task: Predict the product of the given reaction. (1) The product is: [O:30]=[C:29]1[N:8]([CH:9]2[CH2:14][CH2:13][N:12]([C:15]3([CH3:28])[CH2:16][CH2:17][N:18]([C:21]([O:23][C:24]([CH3:27])([CH3:26])[CH3:25])=[O:22])[CH2:19][CH2:20]3)[CH2:11][CH2:10]2)[C@H:3]2[CH2:4][CH2:5][CH2:6][CH2:7][C@@H:2]2[NH:1]1. Given the reactants [NH2:1][C@H:2]1[CH2:7][CH2:6][CH2:5][CH2:4][C@@H:3]1[NH:8][CH:9]1[CH2:14][CH2:13][N:12]([C:15]2([CH3:28])[CH2:20][CH2:19][N:18]([C:21]([O:23][C:24]([CH3:27])([CH3:26])[CH3:25])=[O:22])[CH2:17][CH2:16]2)[CH2:11][CH2:10]1.[C:29](N1C=CN=C1)(N1C=CN=C1)=[O:30], predict the reaction product. (2) Given the reactants C([O-])=O.[NH4+].C([N:12]1[CH2:17][CH2:16][C:15]([CH2:21][CH2:22][CH2:23][CH3:24])([N:18]([CH3:20])[CH3:19])[CH2:14][CH2:13]1)C1C=CC=CC=1.CO.C(Cl)(Cl)[Cl:28], predict the reaction product. The product is: [ClH:28].[ClH:28].[CH2:21]([C:15]1([N:18]([CH3:20])[CH3:19])[CH2:16][CH2:17][NH:12][CH2:13][CH2:14]1)[CH2:22][CH2:23][CH3:24]. (3) The product is: [CH3:1][O:2][C:3]1[CH:4]=[CH:5][C:6]([N:9]2[CH:10]([CH3:11])[C:12](=[O:14])[N:28]([C:25]3[CH:24]=[CH:23][C:22]([O:15][C:16]4[CH:21]=[CH:20][CH:19]=[CH:18][CH:17]=4)=[CH:27][CH:26]=3)[C:29]2=[S:30])=[CH:7][CH:8]=1. Given the reactants [CH3:1][O:2][C:3]1[CH:8]=[CH:7][C:6]([NH:9][C@H:10]([C:12]([OH:14])=O)[CH3:11])=[CH:5][CH:4]=1.[O:15]([C:22]1[CH:27]=[CH:26][C:25]([N:28]=[C:29]=[S:30])=[CH:24][CH:23]=1)[C:16]1[CH:21]=[CH:20][CH:19]=[CH:18][CH:17]=1, predict the reaction product. (4) Given the reactants [CH3:1][CH:2]([CH3:26])[C@H:3]([NH:7][CH2:8][C:9]1[CH:14]=[CH:13][C:12]([C:15]2[CH:20]=[CH:19][CH:18]=[CH:17][C:16]=2[C:21]2[NH:25][N:24]=[N:23][N:22]=2)=[CH:11][CH:10]=1)[C:4]([OH:6])=[O:5].[C:27](Cl)(=[O:32])[CH2:28][CH2:29][CH2:30][CH3:31].N1C=CC=CC=1.C(=O)([O-])[O-].[Na+].[Na+].Cl, predict the reaction product. The product is: [CH3:1][CH:2]([CH3:26])[C@H:3]([N:7]([C:27](=[O:32])[CH2:28][CH2:29][CH2:30][CH3:31])[CH2:8][C:9]1[CH:10]=[CH:11][C:12]([C:15]2[CH:20]=[CH:19][CH:18]=[CH:17][C:16]=2[C:21]2[NH:22][N:23]=[N:24][N:25]=2)=[CH:13][CH:14]=1)[C:4]([OH:6])=[O:5].